This data is from Full USPTO retrosynthesis dataset with 1.9M reactions from patents (1976-2016). The task is: Predict the reactants needed to synthesize the given product. (1) Given the product [CH2:33]([C:40]1[C:48]2[O:47][CH:46]([CH2:49][NH2:50])[CH2:45][C:44]=2[CH:43]=[CH:42][CH:41]=1)[C:34]1[CH:35]=[CH:36][CH:37]=[CH:38][CH:39]=1, predict the reactants needed to synthesize it. The reactants are: CC1C=CC(S(OCC2CC3C=CC=C(CC4C=CC=CC=4)C=3O2)(=O)=O)=CC=1.[N-]=[N+]=[N-].[Na+].[CH2:33]([C:40]1[C:48]2[O:47][CH:46]([CH2:49][N:50]=[N+]=[N-])[CH2:45][C:44]=2[CH:43]=[CH:42][CH:41]=1)[C:34]1[CH:39]=[CH:38][CH:37]=[CH:36][CH:35]=1.[N-]=[N+]=[N-]. (2) Given the product [Cl:21][C:18]1[CH:19]=[CH:20][C:15]([CH2:12][C:11]([C:4]2[CH:5]=[C:6]([O:9][CH3:10])[CH:7]=[CH:8][C:3]=2[O:2][CH3:1])=[O:13])=[CH:16][C:17]=1[F:22], predict the reactants needed to synthesize it. The reactants are: [CH3:1][O:2][C:3]1[CH:8]=[CH:7][C:6]([O:9][CH3:10])=[CH:5][C:4]=1[C:11](=[O:13])[CH3:12].Br[C:15]1[CH:20]=[CH:19][C:18]([Cl:21])=[C:17]([F:22])[CH:16]=1.CC(C)([O-])C.[Na+]. (3) Given the product [Cl:12][C:3]1[CH:2]=[CH:1][C:6](/[CH:7]=[CH:8]/[C:9]([NH:13][C:14]2[CH:19]=[CH:18][N:17]([CH2:20][CH:21]([O:22][CH2:23][CH3:24])[O:25][CH2:26][CH3:27])[C:16](=[O:28])[N:15]=2)=[O:11])=[CH:5][CH:4]=1, predict the reactants needed to synthesize it. The reactants are: [CH:1]1[C:6](/[CH:7]=[CH:8]/[C:9]([OH:11])=O)=[CH:5][CH:4]=[C:3]([Cl:12])[CH:2]=1.[NH2:13][C:14]1[CH:19]=[CH:18][N:17]([CH2:20][CH:21]([O:25][CH2:26][CH3:27])[O:22][CH2:23][CH3:24])[C:16](=[O:28])[N:15]=1.Cl.C(N=C=NCCCN(C)C)C.O.